Dataset: Reaction yield outcomes from USPTO patents with 853,638 reactions. Task: Predict the reaction yield, written as a fraction of the theoretical maximum amount of product (1.0 means a 100% yield; for example, 0.34 means a 34% yield). (1) The catalyst is C(COC)OC. The reactants are [CH2:1]([NH:8][C:9]1[CH2:13][O:12][C:11](=[O:14])[CH:10]=1)[C:2]1[CH:7]=[CH:6][CH:5]=[CH:4][CH:3]=1.[OH-].[Na+].[Cl:17][C:18]1[S:19][C:20]([CH2:23]Cl)=[CH:21][N:22]=1. The yield is 0.710. The product is [CH2:1]([N:8]([CH2:23][C:20]1[S:19][C:18]([Cl:17])=[N:22][CH:21]=1)[C:9]1[CH2:13][O:12][C:11](=[O:14])[CH:10]=1)[C:2]1[CH:3]=[CH:4][CH:5]=[CH:6][CH:7]=1. (2) The reactants are [N+:1]([C:4]1[CH:11]=[CH:10][C:7]([CH2:8]Br)=[CH:6][CH:5]=1)([O-:3])=[O:2].[CH2:12]([O:14][C:15]([C:17]1[NH:18][C:19]2[C:24]([CH:25]=1)=[CH:23][CH:22]=[CH:21][CH:20]=2)=[O:16])[CH3:13].C(=O)([O-])[O-].[K+].[K+]. The catalyst is CC(C)=O. The product is [N+:1]([C:4]1[CH:11]=[CH:10][C:7]([CH2:8][N:18]2[C:19]3[C:24](=[CH:23][CH:22]=[CH:21][CH:20]=3)[CH:25]=[C:17]2[C:15]([O:14][CH2:12][CH3:13])=[O:16])=[CH:6][CH:5]=1)([O-:3])=[O:2]. The yield is 0.720. (3) The reactants are [CH3:1][O:2][C:3]1[CH:11]=[CH:10][C:6]([C:7]([OH:9])=O)=[CH:5][C:4]=1[CH3:12].CN(C(ON1N=NC2C=CC=NC1=2)=[N+](C)C)C.F[P-](F)(F)(F)(F)F.CCN(CC)CC.C(OC(=O)[NH:50][CH2:51][CH2:52][O:53][C:54]1[CH:59]=[CH:58][C:57]([NH2:60])=[CH:56][C:55]=1[C:61]1[N:62]([CH3:67])[N:63]=[CH:64][C:65]=1[Cl:66])(C)(C)C.[C:69]([OH:75])([C:71]([F:74])([F:73])[F:72])=[O:70]. The catalyst is C(Cl)Cl. The product is [F:72][C:71]([F:74])([F:73])[C:69]([OH:75])=[O:70].[NH2:50][CH2:51][CH2:52][O:53][C:54]1[CH:59]=[CH:58][C:57]([NH:60][C:7](=[O:9])[C:6]2[CH:10]=[CH:11][C:3]([O:2][CH3:1])=[C:4]([CH3:12])[CH:5]=2)=[CH:56][C:55]=1[C:61]1[N:62]([CH3:67])[N:63]=[CH:64][C:65]=1[Cl:66]. The yield is 0.690. (4) The reactants are [Br:1][C:2]1[CH:13]=[CH:12][C:5]([O:6][CH2:7][C:8]([CH3:11])([NH2:10])[CH3:9])=[CH:4][CH:3]=1.[C:14](O[C:14]([O:16][C:17]([CH3:20])([CH3:19])[CH3:18])=[O:15])([O:16][C:17]([CH3:20])([CH3:19])[CH3:18])=[O:15]. The yield is 0.430. The catalyst is ClCCl. The product is [C:17]([O:16][C:14](=[O:15])[NH:10][C:8]([CH3:11])([CH3:9])[CH2:7][O:6][C:5]1[CH:12]=[CH:13][C:2]([Br:1])=[CH:3][CH:4]=1)([CH3:20])([CH3:19])[CH3:18].